From a dataset of Full USPTO retrosynthesis dataset with 1.9M reactions from patents (1976-2016). Predict the reactants needed to synthesize the given product. (1) Given the product [CH2:13]([O:15][C:16](=[O:25])[CH2:17][CH2:18][CH2:19][CH2:20][CH2:21][CH2:22][CH2:23][N:11]([CH3:12])[S:8]([C:5]1[CH:6]=[CH:7][C:2]([CH3:1])=[CH:3][CH:4]=1)(=[O:10])=[O:9])[CH3:14], predict the reactants needed to synthesize it. The reactants are: [CH3:1][C:2]1[CH:7]=[CH:6][C:5]([S:8]([NH:11][CH3:12])(=[O:10])=[O:9])=[CH:4][CH:3]=1.[CH2:13]([O:15][C:16](=[O:25])[CH2:17][CH2:18][CH2:19][CH2:20][CH2:21][CH2:22][CH2:23]Br)[CH3:14].[H-].[Na+]. (2) Given the product [Cl:1][C:2]1[S:3][C:4]([I:13])=[C:5]([CH2:7][CH2:8][CH2:9][CH2:10][CH2:11][CH3:12])[N:6]=1, predict the reactants needed to synthesize it. The reactants are: [Cl:1][C:2]1[S:3][CH:4]=[C:5]([CH2:7][CH2:8][CH2:9][CH2:10][CH2:11][CH3:12])[N:6]=1.[I:13]N1C(=O)CCC1=O. (3) Given the product [CH3:1][O:2][C:3]1[CH:14]=[CH:13][C:6]2[C:7]([CH2:10][CH2:11][N:18]3[CH2:19][CH2:20][N:15]([C:21]4[CH:22]=[CH:23][CH:24]=[C:25]5[C:30]=4[N:29]=[CH:28][CH:27]=[CH:26]5)[CH2:16][CH2:17]3)=[CH:8][O:9][C:5]=2[CH:4]=1, predict the reactants needed to synthesize it. The reactants are: [CH3:1][O:2][C:3]1[CH:14]=[CH:13][C:6]2[C:7]([CH2:10][CH2:11]I)=[CH:8][O:9][C:5]=2[CH:4]=1.[N:15]1([C:21]2[CH:22]=[CH:23][CH:24]=[C:25]3[C:30]=2[N:29]=[CH:28][CH:27]=[CH:26]3)[CH2:20][CH2:19][NH:18][CH2:17][CH2:16]1.C(N(CC)C(C)C)(C)C.